Dataset: Catalyst prediction with 721,799 reactions and 888 catalyst types from USPTO. Task: Predict which catalyst facilitates the given reaction. (1) Reactant: [CH3:1][C:2]1([CH3:24])[O:6][C@H:5]2[CH2:7][S:8][C@@H:9]([CH2:10][CH2:11]/[CH:12]=[CH:13]/[C:14]([O:16][CH2:17][C:18]3[CH:23]=[CH:22][CH:21]=[CH:20][CH:19]=3)=[O:15])[C@H:4]2[O:3]1.[H][H]. Product: [CH3:1][C:2]1([CH3:24])[O:6][C@H:5]2[CH2:7][S:8][C@@H:9]([CH2:10][CH2:11][CH2:12][CH2:13][C:14]([O:16][CH2:17][C:18]3[CH:23]=[CH:22][CH:21]=[CH:20][CH:19]=3)=[O:15])[C@H:4]2[O:3]1. The catalyst class is: 349. (2) Reactant: [NH2:1][C:2]1[CH:3]=[C:4]2[C:9](=[N:10][CH:11]=1)[N:8]=[CH:7][C:6]([C:12]#[N:13])=[C:5]2[NH:14][C:15]1[CH:20]=[CH:19][CH:18]=[C:17]([Br:21])[CH:16]=1.CN1CCCC1=O.[Cl:29][CH2:30][C:31](Cl)=[O:32].C(=O)(O)[O-].[Na+]. Product: [Br:21][C:17]1[CH:16]=[C:15]([NH:14][C:5]2[C:6]([C:12]#[N:13])=[CH:7][N:8]=[C:9]3[C:4]=2[CH:3]=[C:2]([NH:1][C:31](=[O:32])[CH2:30][Cl:29])[CH:11]=[N:10]3)[CH:20]=[CH:19][CH:18]=1. The catalyst class is: 7. (3) Reactant: [O:1]1[CH2:6][CH2:5][CH:4]([O:7][C:8]2[C:9]3[N:17]=[C:16]([C:18]4[CH:19]=[C:20]([NH2:24])[CH:21]=[N:22][CH:23]=4)[CH:15]=[CH:14][C:10]=3[N:11]=[CH:12][N:13]=2)[CH2:3][CH2:2]1.[Br:25][C:26]1[CH:31]=[C:30]([Br:32])[CH:29]=[CH:28][C:27]=1[S:33](Cl)(=[O:35])=[O:34]. Product: [Br:25][C:26]1[CH:31]=[C:30]([Br:32])[CH:29]=[CH:28][C:27]=1[S:33]([NH:24][C:20]1[CH:21]=[N:22][CH:23]=[C:18]([C:16]2[CH:15]=[CH:14][C:10]3[N:11]=[CH:12][N:13]=[C:8]([O:7][CH:4]4[CH2:5][CH2:6][O:1][CH2:2][CH2:3]4)[C:9]=3[N:17]=2)[CH:19]=1)(=[O:35])=[O:34]. The catalyst class is: 298. (4) Reactant: [F:1][C:2]1[CH:36]=[CH:35][C:5]([CH2:6][CH:7]2[CH2:12][CH2:11][N:10]([C:13]([C:15]3[CH:16]=[C:17]4[C:25]([C:26](=[O:34])[C:27]([N:29]5[CH2:33][CH2:32][CH2:31][CH2:30]5)=[O:28])=[CH:24][NH:23][C:18]4=[N:19][C:20]=3[O:21][CH3:22])=[O:14])[CH2:9][CH2:8]2)=[CH:4][CH:3]=1.[N+:37](C1C=CC([N+]([O-])=O)=CC=1ON)([O-])=O.C([O-])([O-])=O.[K+].[K+].O. Product: [NH2:37][N:23]1[C:18]2=[N:19][C:20]([O:21][CH3:22])=[C:15]([C:13]([N:10]3[CH2:11][CH2:12][CH:7]([CH2:6][C:5]4[CH:35]=[CH:36][C:2]([F:1])=[CH:3][CH:4]=4)[CH2:8][CH2:9]3)=[O:14])[CH:16]=[C:17]2[C:25]([C:26](=[O:34])[C:27]([N:29]2[CH2:33][CH2:32][CH2:31][CH2:30]2)=[O:28])=[CH:24]1. The catalyst class is: 3. (5) Reactant: [Cl:1][C:2]1[CH:7]=[CH:6][C:5]([C:8]2[C:17]3[C:12](=[CH:13][C:14](OS(C(F)(F)F)(=O)=O)=[CH:15][CH:16]=3)[O:11][C:10]([CH3:27])([CH3:26])[CH:9]=2)=[CH:4][CH:3]=1.[S:28]([NH2:32])([CH3:31])(=[O:30])=[O:29].C(=O)([O-])[O-].[Cs+].[Cs+].CC1(C)C2C=CC=C(P(C3C=CC=CC=3)C3C=CC=CC=3)C=2OC2C1=CC=CC=2P(C1C=CC=CC=1)C1C=CC=CC=1. Product: [Cl:1][C:2]1[CH:3]=[CH:4][C:5]([C:8]2[C:17]3[C:12](=[CH:13][C:14]([NH:32][S:28]([CH3:31])(=[O:30])=[O:29])=[CH:15][CH:16]=3)[O:11][C:10]([CH3:26])([CH3:27])[CH:9]=2)=[CH:6][CH:7]=1. The catalyst class is: 102. (6) Reactant: [C:1](Cl)(=[O:8])[C:2]1[CH:7]=[CH:6][CH:5]=[CH:4][CH:3]=1.[C:10]([CH:14]([OH:44])[C@H:15]1[O:19][C@@H:18]([N:20]2[C:29]3[C:23]([C:24]([N:26]=[CH:27][N:28]=3)=[NH:25])=[N:22][C:21]2=[SiH2:30])[C@H:17]([O:31][Si:32]([C:35]([CH3:38])([CH3:37])[CH3:36])([CH3:34])[CH3:33])[C@@H:16]1[O:39][C:40]([CH3:43])([CH3:42])[CH3:41])([CH3:13])([CH3:12])[CH3:11].N1CCOCC1. Product: [C:10]([CH:14]([OH:44])[C@H:15]1[O:19][C@@H:18]([N:20]2[C:29]3[C:23]([C:24]([N:26]=[CH:27][N:28]=3)=[N:25][C:1](=[O:8])[C:2]3[CH:7]=[CH:6][CH:5]=[CH:4][CH:3]=3)=[N:22][C:21]2=[SiH2:30])[C@H:17]([O:31][Si:32]([C:35]([CH3:38])([CH3:37])[CH3:36])([CH3:34])[CH3:33])[C@@H:16]1[O:39][C:40]([CH3:43])([CH3:42])[CH3:41])([CH3:13])([CH3:11])[CH3:12]. The catalyst class is: 17.